This data is from Forward reaction prediction with 1.9M reactions from USPTO patents (1976-2016). The task is: Predict the product of the given reaction. (1) Given the reactants [OH:1][C:2]1[C:6]([CH:7]=[O:8])=[CH:5][N:4]([C:9]2[CH:14]=[CH:13][CH:12]=[CH:11][CH:10]=2)[N:3]=1.[CH3:15][O:16][CH2:17]Cl.C(N(CC)C(C)C)(C)C.C(=O)([O-])O.[Na+], predict the reaction product. The product is: [CH3:15][O:16][CH2:17][O:1][C:2]1[C:6]([CH:7]=[O:8])=[CH:5][N:4]([C:9]2[CH:10]=[CH:11][CH:12]=[CH:13][CH:14]=2)[N:3]=1. (2) Given the reactants [NH2:1][C:2]1[C:3]([Br:8])=[N:4][CH:5]=[CH:6][CH:7]=1.C[Si](C)(C)[N-][Si](C)(C)C.[Na+].[C:19](O[C:19]([O:21][C:22]([CH3:25])([CH3:24])[CH3:23])=[O:20])([O:21][C:22]([CH3:25])([CH3:24])[CH3:23])=[O:20], predict the reaction product. The product is: [C:22]([O:21][C:19](=[O:20])[NH:1][C:2]1[C:3]([Br:8])=[N:4][CH:5]=[CH:6][CH:7]=1)([CH3:25])([CH3:24])[CH3:23].